This data is from Reaction yield outcomes from USPTO patents with 853,638 reactions. The task is: Predict the reaction yield, written as a fraction of the theoretical maximum amount of product (1.0 means a 100% yield; for example, 0.34 means a 34% yield). (1) The reactants are [Br:1][C:2]1[CH:7]=[CH:6][C:5]([CH2:8]O)=[C:4]([Cl:10])[CH:3]=1.C(Br)(Br)(Br)[Br:12].C1(P(C2C=CC=CC=2)C2C=CC=CC=2)C=CC=CC=1. The catalyst is C(Cl)Cl. The product is [Br:1][C:2]1[CH:7]=[CH:6][C:5]([CH2:8][Br:12])=[C:4]([Cl:10])[CH:3]=1. The yield is 1.00. (2) The reactants are [Si]([N:5]=[N+:6]=[N-:7])(C)(C)C.[F:8][C:9]1[CH:14]=[CH:13][C:12]([N:15]=[C:16]=[O:17])=[C:11]([O:18][CH:19]([CH3:21])[CH3:20])[CH:10]=1. The catalyst is CCOC(C)=O. The product is [F:8][C:9]1[CH:14]=[CH:13][C:12]([N:15]2[C:16](=[O:17])[NH:7][N:6]=[N:5]2)=[C:11]([O:18][CH:19]([CH3:21])[CH3:20])[CH:10]=1. The yield is 0.810.